Task: Predict the reaction yield, written as a fraction of the theoretical maximum amount of product (1.0 means a 100% yield; for example, 0.34 means a 34% yield).. Dataset: Reaction yield outcomes from USPTO patents with 853,638 reactions (1) The reactants are C([O:8][CH2:9][CH2:10][C:11]1([CH2:15][OH:16])[CH2:14][CH2:13][CH2:12]1)C1C=CC=CC=1.[Si:17](Cl)([C:20]([CH3:23])([CH3:22])[CH3:21])([CH3:19])[CH3:18].N1C=CN=C1.[Cl-].[NH4+]. The catalyst is ClCCl. The product is [Si:17]([O:16][CH2:15][C:11]1([CH2:10][CH2:9][OH:8])[CH2:12][CH2:13][CH2:14]1)([C:20]([CH3:23])([CH3:22])[CH3:21])([CH3:19])[CH3:18]. The yield is 0.970. (2) The reactants are Cl.[NH:2]1[CH2:7][CH2:6][S:5](=[O:8])[CH2:4][CH2:3]1.[CH3:9][C:10]1[CH:11]=[C:12]([O:28][C:29]2[CH:30]=[N:31][C:32]([S:35]([CH3:38])(=[O:37])=[O:36])=[CH:33][CH:34]=2)[CH:13]=[C:14]2[C:18]=1[NH:17][C:16]([C:19]1[S:20][CH:21]([CH2:24][C:25](O)=[O:26])[CH2:22][N:23]=1)=[CH:15]2.ON1C2C=CC=CC=2N=N1.Cl.C(N=C=NCCCN(C)C)C. The catalyst is CN(C)C=O.O.C(N(CC)CC)C. The product is [CH3:9][C:10]1[CH:11]=[C:12]([O:28][C:29]2[CH:30]=[N:31][C:32]([S:35]([CH3:38])(=[O:37])=[O:36])=[CH:33][CH:34]=2)[CH:13]=[C:14]2[C:18]=1[NH:17][C:16]([C:19]1[S:20][CH:21]([CH2:24][C:25]([N:2]3[CH2:7][CH2:6][S:5](=[O:8])[CH2:4][CH2:3]3)=[O:26])[CH2:22][N:23]=1)=[CH:15]2. The yield is 0.420. (3) The reactants are [CH3:1][C:2]1[O:6][N:5]=[C:4]([C:7]2[CH:12]=[CH:11][CH:10]=[CH:9][CH:8]=2)[C:3]=1[CH2:13][OH:14].Cl[C:16]1[CH:25]=[CH:24][C:19]([C:20]([O:22][CH3:23])=[O:21])=[CH:18][N:17]=1. No catalyst specified. The product is [CH3:23][O:22][C:20](=[O:21])[C:19]1[CH:24]=[CH:25][C:16]([O:14][CH2:13][C:3]2[C:4]([C:7]3[CH:12]=[CH:11][CH:10]=[CH:9][CH:8]=3)=[N:5][O:6][C:2]=2[CH3:1])=[N:17][CH:18]=1. The yield is 0.420.